This data is from Full USPTO retrosynthesis dataset with 1.9M reactions from patents (1976-2016). The task is: Predict the reactants needed to synthesize the given product. (1) Given the product [C:1]([N:4]1[C:13]2[C:8](=[CH:9][C:10]([C:14]3[CH:15]=[N:16][N:17]([CH:19]4[CH2:22][O:21][CH2:20]4)[CH:18]=3)=[CH:11][CH:12]=2)[N:7]([C:23]([O:33][C:29]2[CH:28]=[N:27][CH:32]=[CH:31][CH:30]=2)=[O:24])[CH2:6][C@@H:5]1[CH3:26])(=[O:3])[CH3:2], predict the reactants needed to synthesize it. The reactants are: [C:1]([N:4]1[C:13]2[C:8](=[CH:9][C:10]([C:14]3[CH:15]=[N:16][N:17]([CH:19]4[CH2:22][O:21][CH2:20]4)[CH:18]=3)=[CH:11][CH:12]=2)[N:7]([C:23](Cl)=[O:24])[CH2:6][C@@H:5]1[CH3:26])(=[O:3])[CH3:2].[N:27]1[CH:32]=[CH:31][CH:30]=[C:29]([OH:33])[CH:28]=1.N1C=CC=CC=1. (2) Given the product [I:16][C:13]1[N:10]2[CH:11]=[CH:12][C:7]([C:1]3[CH:2]=[CH:3][CH:4]=[CH:5][CH:6]=3)=[CH:8][C:9]2=[N:15][CH:14]=1, predict the reactants needed to synthesize it. The reactants are: [C:1]1([C:7]2[CH:12]=[CH:11][N:10]3[CH:13]=[CH:14][N:15]=[C:9]3[CH:8]=2)[CH:6]=[CH:5][CH:4]=[CH:3][CH:2]=1.[I:16]I.C(=O)(O)[O-].[Na+].